From a dataset of Catalyst prediction with 721,799 reactions and 888 catalyst types from USPTO. Predict which catalyst facilitates the given reaction. (1) Reactant: Cl.Cl.[C:3]([C:6]1[CH:10]=[C:9]([C:11]2[CH:20]=[CH:19][C:14]([O:15][CH2:16][CH2:17][NH2:18])=[CH:13][CH:12]=2)[N:8]([C:21]2[CH:22]=[N:23][C:24]([O:27][CH3:28])=[CH:25][CH:26]=2)[N:7]=1)([CH3:5])=[CH2:4].[CH3:29][S:30](Cl)(=[O:32])=[O:31].CCN(CC)CC. Product: [C:3]([C:6]1[CH:10]=[C:9]([C:11]2[CH:12]=[CH:13][C:14]([O:15][CH2:16][CH2:17][NH:18][S:30]([CH3:29])(=[O:32])=[O:31])=[CH:19][CH:20]=2)[N:8]([C:21]2[CH:22]=[N:23][C:24]([O:27][CH3:28])=[CH:25][CH:26]=2)[N:7]=1)([CH3:5])=[CH2:4]. The catalyst class is: 2. (2) Reactant: C([NH:8][C@H:9]1[C@@H:15]([OH:16])[C@H:14]([OH:17])[C@@H:13]([CH2:18][OH:19])[O:12][CH:10]1[OH:11])C1C=CC=CC=1.[ClH:20]. Product: [ClH:20].[OH:11][CH:10]1[O:12][C@H:13]([CH2:18][OH:19])[C@@H:14]([OH:17])[C@H:15]([OH:16])[C@@H:9]1[NH2:8]. The catalyst class is: 522. (3) Reactant: Br[C:2]1[CH:7]=[C:6]([NH:8][C:9](=[O:18])[C:10]2[C:15]([Cl:16])=[CH:14][CH:13]=[CH:12][C:11]=2[Cl:17])[CH:5]=[CH:4][N:3]=1.[NH2:19][C:20]1[N:25]=[C:24]([CH3:26])[CH:23]=[CH:22][N:21]=1.CC1(C)C2C(=C(P(C3C=CC=CC=3)C3C=CC=CC=3)C=CC=2)OC2C(P(C3C=CC=CC=3)C3C=CC=CC=3)=CC=CC1=2.C([O-])([O-])=O.[Cs+].[Cs+]. Product: [Cl:17][C:11]1[CH:12]=[CH:13][CH:14]=[C:15]([Cl:16])[C:10]=1[C:9]([NH:8][C:6]1[CH:5]=[CH:4][N:3]=[C:2]([NH:19][C:20]2[N:25]=[C:24]([CH3:26])[CH:23]=[CH:22][N:21]=2)[CH:7]=1)=[O:18]. The catalyst class is: 102.